Regression. Given a peptide amino acid sequence and an MHC pseudo amino acid sequence, predict their binding affinity value. This is MHC class I binding data. From a dataset of Peptide-MHC class I binding affinity with 185,985 pairs from IEDB/IMGT. The peptide sequence is ISVNNVCHMY. The MHC is HLA-B35:01 with pseudo-sequence HLA-B35:01. The binding affinity (normalized) is 0.347.